This data is from Catalyst prediction with 721,799 reactions and 888 catalyst types from USPTO. The task is: Predict which catalyst facilitates the given reaction. (1) Reactant: [NH2:1][C:2]1[CH:3]=[C:4]([C:8]([C:10]2[CH:11]=[C:12]3[C:17](=[CH:18][CH:19]=2)[N:16]=[CH:15][C:14]([C:20]2[CH:21]=[N:22][CH:23]=[CH:24][CH:25]=2)=[N:13]3)=[O:9])[CH:5]=[CH:6][CH:7]=1.[Cl:26][C:27]1[CH:32]=[CH:31][C:30]([N:33]=[C:34]=[O:35])=[CH:29][C:28]=1[C:36]([F:39])([F:38])[F:37]. Product: [Cl:26][C:27]1[CH:32]=[CH:31][C:30]([NH:33][C:34]([NH:1][C:2]2[CH:7]=[CH:6][CH:5]=[C:4]([C:8]([C:10]3[CH:11]=[C:12]4[C:17](=[CH:18][CH:19]=3)[N:16]=[CH:15][C:14]([C:20]3[CH:21]=[N:22][CH:23]=[CH:24][CH:25]=3)=[N:13]4)=[O:9])[CH:3]=2)=[O:35])=[CH:29][C:28]=1[C:36]([F:37])([F:38])[F:39]. The catalyst class is: 2. (2) Reactant: [C:1]([C:9]1[CH:17]=[CH:16][C:12]([C:13]([OH:15])=[O:14])=[CH:11][CH:10]=1)(=[O:8])[C:2]1[CH:7]=[CH:6][CH:5]=[CH:4][CH:3]=1.[CH3:18]O. Product: [C:1]([C:9]1[CH:10]=[CH:11][C:12]([C:13]([O:15][CH3:18])=[O:14])=[CH:16][CH:17]=1)(=[O:8])[C:2]1[CH:3]=[CH:4][CH:5]=[CH:6][CH:7]=1. The catalyst class is: 65. (3) Reactant: F[C:2]1[C:7]([C:8]2[N:16]=[CH:15][N:14]=[C:13]3[C:9]=2[N:10]=[CH:11][N:12]3[CH:17]2[CH2:22][CH2:21][CH2:20][CH2:19][O:18]2)=[CH:6][CH:5]=[CH:4][N:3]=1.[C:23]([NH:26][C:27]1[CH:32]=[CH:31][C:30]([NH2:33])=[CH:29][N:28]=1)(=[O:25])[CH3:24].[Li+].C[Si]([N-][Si](C)(C)C)(C)C.C([O-])(O)=O.[Na+]. Product: [O:18]1[CH2:19][CH2:20][CH2:21][CH2:22][CH:17]1[N:12]1[CH:11]=[N:10][C:9]2[C:13]1=[N:14][CH:15]=[N:16][C:8]=2[C:7]1[C:2]([NH:33][C:30]2[CH:31]=[CH:32][C:27]([NH:26][C:23](=[O:25])[CH3:24])=[N:28][CH:29]=2)=[N:3][CH:4]=[CH:5][CH:6]=1. The catalyst class is: 1. (4) Product: [ClH:44].[F:43][C:38]1[CH:39]=[CH:40][CH:41]=[CH:42][C:37]=1[CH:23]1[CH:22]([CH2:21][NH:8][C@@H:9]([C:11]2[C:20]3[C:15](=[CH:16][CH:17]=[CH:18][CH:19]=3)[CH:14]=[CH:13][CH:12]=2)[CH3:10])[CH2:27][CH2:26][N:25]([C:28]2[CH:29]=[C:30]([CH:34]=[CH:35][CH:36]=2)[C:31]([OH:33])=[O:32])[CH2:24]1. The catalyst class is: 13. Reactant: C(OC([N:8]([CH2:21][CH:22]1[CH2:27][CH2:26][N:25]([C:28]2[CH:29]=[C:30]([CH:34]=[CH:35][CH:36]=2)[C:31]([OH:33])=[O:32])[CH2:24][CH:23]1[C:37]1[CH:42]=[CH:41][CH:40]=[CH:39][C:38]=1[F:43])[C@@H:9]([C:11]1[C:20]2[C:15](=[CH:16][CH:17]=[CH:18][CH:19]=2)[CH:14]=[CH:13][CH:12]=1)[CH3:10])=O)(C)(C)C.[ClH:44].C(OCC)(=O)C.